Dataset: Reaction yield outcomes from USPTO patents with 853,638 reactions. Task: Predict the reaction yield, written as a fraction of the theoretical maximum amount of product (1.0 means a 100% yield; for example, 0.34 means a 34% yield). The reactants are C[N:2]1[C:6](=[O:7])CCC1.[NH2:8][C:9]1[S:10][C:11]([CH3:23])=[CH:12][C:13]=1[C:14]([C:16]1[C:17]([Cl:22])=[N:18][CH:19]=[CH:20][CH:21]=1)=O.NC(N)=O. The catalyst is O. The product is [Cl:22][C:17]1[C:16]([C:14]2[C:13]3[CH:12]=[C:11]([CH3:23])[S:10][C:9]=3[N:8]=[C:6]([OH:7])[N:2]=2)=[CH:21][CH:20]=[CH:19][N:18]=1. The yield is 0.530.